The task is: Predict the product of the given reaction.. This data is from Forward reaction prediction with 1.9M reactions from USPTO patents (1976-2016). (1) Given the reactants [Cl:1][C:2]1[CH:3]=[N:4][CH:5]=[C:6]([Cl:20])[C:7]=1[S:8][C:9]1[S:13][C:12]([C:14]([OH:16])=O)=[CH:11][C:10]=1[N+:17]([O-:19])=[O:18].[CH3:21][N:22]1[CH2:27][CH2:26][CH:25]([NH2:28])[CH2:24][CH2:23]1, predict the reaction product. The product is: [Cl:20][C:6]1[CH:5]=[N:4][CH:3]=[C:2]([Cl:1])[C:7]=1[S:8][C:9]1[S:13][C:12]([C:14]([NH:28][CH:25]2[CH2:26][CH2:27][N:22]([CH3:21])[CH2:23][CH2:24]2)=[O:16])=[CH:11][C:10]=1[N+:17]([O-:19])=[O:18]. (2) Given the reactants CC(C)([O-])C.[K+].[C:7]([O:11][C:12]([N:14]1[CH2:19][CH2:18][N:17]([C:20]2[CH:28]=[CH:27][CH:26]=[C:25]3[C:21]=2[C:22]([CH3:29])=[CH:23][NH:24]3)[CH2:16][CH2:15]1)=[O:13])([CH3:10])([CH3:9])[CH3:8].[Cl:30][C:31]1[CH:32]=[C:33]([S:37](Cl)(=[O:39])=[O:38])[CH:34]=[CH:35][CH:36]=1.C(OCC)C, predict the reaction product. The product is: [C:7]([O:11][C:12]([N:14]1[CH2:19][CH2:18][N:17]([C:20]2[CH:28]=[CH:27][CH:26]=[C:25]3[C:21]=2[C:22]([CH3:29])=[CH:23][N:24]3[S:37]([C:33]2[CH:34]=[CH:35][CH:36]=[C:31]([Cl:30])[CH:32]=2)(=[O:39])=[O:38])[CH2:16][CH2:15]1)=[O:13])([CH3:10])([CH3:9])[CH3:8]. (3) Given the reactants F[C:2]1[CH:7]=[CH:6][C:5]([N+:8]([O-:10])=[O:9])=[C:4]([O:11][CH3:12])[C:3]=1[F:13].CS(C)=O.[CH:18]([N:21]1[CH2:26][CH2:25][NH:24][CH2:23][CH2:22]1)([CH3:20])[CH3:19].C(=O)([O-])[O-].[K+].[K+], predict the reaction product. The product is: [F:13][C:3]1[C:4]([O:11][CH3:12])=[C:5]([N+:8]([O-:10])=[O:9])[CH:6]=[CH:7][C:2]=1[N:24]1[CH2:25][CH2:26][N:21]([CH:18]([CH3:20])[CH3:19])[CH2:22][CH2:23]1. (4) Given the reactants [CH2:1]([O:8][C:9]([N:11]1[CH2:19][CH2:18][CH:17]2[CH:13]([CH2:14][CH2:15][C:16]2=[O:20])[CH2:12]1)=[O:10])[C:2]1[CH:7]=[CH:6][CH:5]=[CH:4][CH:3]=1.C1(P(C2C=CC=CC=2)C2C=CC3C(=CC=CC=3)C=2C2C3C(=CC=CC=3)C=CC=2P(C2C=CC=CC=2)C2C=CC=CC=2)C=CC=CC=1.Br[C:68]1[CH:73]=[CH:72][CH:71]=[CH:70][C:69]=1[F:74].CC(C)([O-])C.[Na+].[Cl-].[NH4+], predict the reaction product. The product is: [CH2:1]([O:8][C:9]([N:11]1[CH2:19][CH2:18][CH:17]2[CH:13]([CH2:14][CH:15]([C:68]3[CH:73]=[CH:72][CH:71]=[CH:70][C:69]=3[F:74])[C:16]2=[O:20])[CH2:12]1)=[O:10])[C:2]1[CH:7]=[CH:6][CH:5]=[CH:4][CH:3]=1. (5) Given the reactants [Cl:1][C:2]1[C:3](=[O:28])[N:4]([CH2:18][C:19]2[CH:20]=[C:21]3[C:25](=[CH:26][CH:27]=2)[NH:24][CH:23]=[CH:22]3)[CH:5]=[CH:6][C:7]=1[O:8][CH2:9][C:10]1[CH:15]=[CH:14][C:13]([F:16])=[CH:12][C:11]=1[F:17].[C:29](OC(=O)C)(=[O:31])[CH3:30].CCN(CC)CC, predict the reaction product. The product is: [C:29]([N:24]1[C:25]2[C:21](=[CH:20][C:19]([CH2:18][N:4]3[CH:5]=[CH:6][C:7]([O:8][CH2:9][C:10]4[CH:15]=[CH:14][C:13]([F:16])=[CH:12][C:11]=4[F:17])=[C:2]([Cl:1])[C:3]3=[O:28])=[CH:27][CH:26]=2)[CH:22]=[CH:23]1)(=[O:31])[CH3:30]. (6) Given the reactants [Br:1][C:2]1[CH:3]=[C:4]([C:8]2([C:16]3[CH:25]=[CH:24][C:19]4[O:20][CH2:21][CH2:22][O:23][C:18]=4[CH:17]=3)[NH:12][C:11](=S)[N:10]([CH3:14])[C:9]2=[O:15])[CH:5]=[CH:6][CH:7]=1.C(OO)(C)(C)C.[NH3:32], predict the reaction product. The product is: [NH2:32][C:11]1[N:10]([CH3:14])[C:9](=[O:15])[C:8]([C:4]2[CH:5]=[CH:6][CH:7]=[C:2]([Br:1])[CH:3]=2)([C:16]2[CH:25]=[CH:24][C:19]3[O:20][CH2:21][CH2:22][O:23][C:18]=3[CH:17]=2)[N:12]=1. (7) Given the reactants CO[C:3](=[O:12])[C:4]1[CH:9]=[CH:8][C:7]([OH:10])=[CH:6][C:5]=1[F:11].Br[CH2:14][C:15]1[S:19][C:18]([C:20]#[N:21])=[CH:17][CH:16]=1.[CH3:22][C@@H:23]1[CH2:27][CH2:26][CH2:25][N:24]1[CH2:28][C@@H:29]1[CH2:33][CH2:32][CH2:31][NH:30]1, predict the reaction product. The product is: [F:11][C:5]1[CH:6]=[C:7]([CH:8]=[CH:9][C:4]=1[C:3]([N:30]1[CH2:31][CH2:32][CH2:33][C@H:29]1[CH2:28][N:24]1[CH2:25][CH2:26][CH2:27][C@H:23]1[CH3:22])=[O:12])[O:10][CH2:14][C:15]1[S:19][C:18]([C:20]#[N:21])=[CH:17][CH:16]=1. (8) Given the reactants Br[C:2]1[CH:3]=[C:4]2[N:12]([CH3:13])[CH:11]=[CH:10][C:5]2=[N:6][C:7]=1[C:8]#[N:9].CC1(C)C2C(=C(P(C3C=CC=CC=3)C3C=CC=CC=3)C=CC=2)OC2C(P(C3C=CC=CC=3)C3C=CC=CC=3)=CC=CC1=2.C(=O)([O-])[O-].[Cs+].[Cs+].Cl.[F:63][C:64]1([F:68])[CH2:67][NH:66][CH2:65]1, predict the reaction product. The product is: [F:63][C:64]1([F:68])[CH2:67][N:66]([C:2]2[CH:3]=[C:4]3[N:12]([CH3:13])[CH:11]=[CH:10][C:5]3=[N:6][C:7]=2[C:8]#[N:9])[CH2:65]1. (9) Given the reactants CC1(C)OO1.[I:6]([C:9]1[CH:14]=[CH:13][CH:12]=[CH:11][CH:10]=1)(=[O:8])=[O:7].IC1C=CC([C:22]2[S:23][C:24]3[CH:30]=[C:29]([O:31][CH3:32])[CH:28]=[CH:27][C:25]=3[N:26]=2)=CC=1, predict the reaction product. The product is: [I:6]([C:9]1[CH:14]=[CH:13][C:12]([C:22]2[S:23][C:24]3[CH:30]=[C:29]([O:31][CH3:32])[CH:28]=[CH:27][C:25]=3[N:26]=2)=[CH:11][CH:10]=1)(=[O:8])=[O:7].